Dataset: Full USPTO retrosynthesis dataset with 1.9M reactions from patents (1976-2016). Task: Predict the reactants needed to synthesize the given product. (1) Given the product [F:16][C:2]([F:1])([F:15])[CH2:3][O:4][C:5]1[CH:6]=[N+:7]([O-:25])[C:8]2[CH2:9][CH2:10][CH2:11][CH2:12][C:13]=2[CH:14]=1, predict the reactants needed to synthesize it. The reactants are: [F:1][C:2]([F:16])([F:15])[CH2:3][O:4][C:5]1[CH:6]=[N:7][C:8]2[CH2:9][CH2:10][CH2:11][CH2:12][C:13]=2[CH:14]=1.ClC1C=CC=C(C(OO)=[O:25])C=1.C(=O)(O)[O-].[Na+]. (2) Given the product [CH3:22][O:23][CH2:24][O:10][C:7]1[CH:8]=[CH:9][C:4]([N+:1]([O-:3])=[O:2])=[CH:5][CH:6]=1, predict the reactants needed to synthesize it. The reactants are: [N+:1]([C:4]1[CH:9]=[CH:8][C:7]([OH:10])=[CH:6][CH:5]=1)([O-:3])=[O:2].C(N(C(C)C)CC)(C)C.C1[CH2:24][O:23][CH2:22]C1.O. (3) Given the product [CH3:1][O:2][C:3](=[O:17])/[C:4](/[C:6]1[CH:11]=[CH:10][C:9]([S:12]([CH3:15])(=[O:14])=[O:13])=[C:8]([Cl:16])[CH:7]=1)=[N:24]/[O:23][CH:18]1[CH2:22][CH2:21][CH2:20][CH2:19]1, predict the reactants needed to synthesize it. The reactants are: [CH3:1][O:2][C:3](=[O:17])[C:4]([C:6]1[CH:11]=[CH:10][C:9]([S:12]([CH3:15])(=[O:14])=[O:13])=[C:8]([Cl:16])[CH:7]=1)=O.[CH:18]1([O:23][NH2:24])[CH2:22][CH2:21][CH2:20][CH2:19]1.